This data is from Full USPTO retrosynthesis dataset with 1.9M reactions from patents (1976-2016). The task is: Predict the reactants needed to synthesize the given product. (1) The reactants are: [NH2:1][CH2:2][C:3]1[CH:8]=[CH:7][CH:6]=[CH:5][N:4]=1.[Cl:9][C:10]1[CH:15]=[CH:14][N:13]=[C:12]2[CH:16]=[C:17]([C:19]([O-])=[O:20])[S:18][C:11]=12.[Li+]. Given the product [N:4]1[CH:5]=[CH:6][CH:7]=[CH:8][C:3]=1[CH2:2][NH:1][C:19]([C:17]1[S:18][C:11]2[C:12](=[N:13][CH:14]=[CH:15][C:10]=2[Cl:9])[CH:16]=1)=[O:20], predict the reactants needed to synthesize it. (2) Given the product [Br:24][C:25]1[C:26]([CH3:40])=[CH:27][C:28]2[O:37][CH2:36][CH2:35][N:34]3[C:30](=[N:31][C:32]([C:8]4[N:4]([CH:1]([CH3:3])[CH3:2])[N:5]=[C:6]([CH3:9])[N:7]=4)=[CH:33]3)[C:29]=2[CH:39]=1, predict the reactants needed to synthesize it. The reactants are: [CH:1]([N:4]1[CH:8]=[N:7][C:6]([CH3:9])=[N:5]1)([CH3:3])[CH3:2].C(N1C(C)=NC=N1)(C)C.C([Li])CCC.[Br:24][C:25]1[C:26]([CH3:40])=[CH:27][C:28]2[O:37][CH2:36][CH2:35][N:34]3[C:30](=[N:31][C:32](I)=[CH:33]3)[C:29]=2[CH:39]=1. (3) Given the product [N:28]1([C@@H:25]2[CH2:26][CH2:27][N:23]([C:18]([C:12]3[S:13][C:14]4[CH2:15][CH2:16][O:17][C:8]5[CH:7]=[C:6]([C:4]6[CH:3]=[N:2][NH:1][CH:5]=6)[CH:22]=[CH:21][C:9]=5[C:10]=4[N:11]=3)=[O:19])[CH2:24]2)[CH2:33][CH2:32][O:31][CH2:30][CH2:29]1, predict the reactants needed to synthesize it. The reactants are: [NH:1]1[CH:5]=[C:4]([C:6]2[CH:22]=[CH:21][C:9]3[C:10]4[N:11]=[C:12]([C:18](O)=[O:19])[S:13][C:14]=4[CH2:15][CH2:16][O:17][C:8]=3[CH:7]=2)[CH:3]=[N:2]1.[NH:23]1[CH2:27][CH2:26][C@@H:25]([N:28]2[CH2:33][CH2:32][O:31][CH2:30][CH2:29]2)[CH2:24]1. (4) Given the product [Cl:1][C:2]1[N:3]=[C:4]([Cl:21])[C:5]2[CH:10]=[C:9]([CH3:23])[N:8]([S:11]([C:14]3[CH:15]=[CH:16][C:17]([CH3:20])=[CH:18][CH:19]=3)(=[O:12])=[O:13])[C:6]=2[N:7]=1, predict the reactants needed to synthesize it. The reactants are: [Cl:1][C:2]1[N:3]=[C:4]([Cl:21])[C:5]2[CH:10]=[CH:9][N:8]([S:11]([C:14]3[CH:19]=[CH:18][C:17]([CH3:20])=[CH:16][CH:15]=3)(=[O:13])=[O:12])[C:6]=2[N:7]=1.[Li+].[CH3:23]C([N-]C(C)C)C.CI.[Cl-].N. (5) Given the product [CH3:11][C:12]1[CH:17]=[CH:16][C:15]([C:2]2[CH:7]=[CH:6][CH:5]=[CH:4][C:3]=2[N+:8]([O-:10])=[O:9])=[CH:14][CH:13]=1, predict the reactants needed to synthesize it. The reactants are: Br[C:2]1[CH:7]=[CH:6][CH:5]=[CH:4][C:3]=1[N+:8]([O-:10])=[O:9].[CH3:11][C:12]1[CH:17]=[CH:16][C:15](B(O)O)=[CH:14][CH:13]=1.P([O-])([O-])([O-])=O.[K+].[K+].[K+].CN(C)C=O. (6) The reactants are: [CH3:1][C:2]1[N:7]=[C:6]([C:8]2([C:20]#[N:21])[CH2:13][CH2:12][N:11]([S:14]([CH2:17][CH2:18][CH3:19])(=[O:16])=[O:15])[CH2:10][CH2:9]2)[CH:5]=[CH:4][CH:3]=1. Given the product [CH3:1][C:2]1[N:7]=[C:6]([C:8]2([CH2:20][NH2:21])[CH2:9][CH2:10][N:11]([S:14]([CH2:17][CH2:18][CH3:19])(=[O:16])=[O:15])[CH2:12][CH2:13]2)[CH:5]=[CH:4][CH:3]=1, predict the reactants needed to synthesize it.